Dataset: Peptide-MHC class II binding affinity with 134,281 pairs from IEDB. Task: Regression. Given a peptide amino acid sequence and an MHC pseudo amino acid sequence, predict their binding affinity value. This is MHC class II binding data. The peptide sequence is YSKFRSPQPNIVAAT. The MHC is H-2-IAb with pseudo-sequence H-2-IAb. The binding affinity (normalized) is 0.648.